From a dataset of Reaction yield outcomes from USPTO patents with 853,638 reactions. Predict the reaction yield, written as a fraction of the theoretical maximum amount of product (1.0 means a 100% yield; for example, 0.34 means a 34% yield). (1) The reactants are [O:1]1[C:5]2[CH:6]=[CH:7][C:8]([C:10](Cl)=[O:11])=[CH:9][C:4]=2[O:3][CH2:2]1.[NH2:13][C@@H:14]([C:19]([OH:21])=[O:20])[CH2:15][CH:16]([CH3:18])[CH3:17]. No catalyst specified. The product is [O:3]1[C:4]2[CH:9]=[C:8]([C:10]([NH:13][C@H:14]([CH2:15][CH:16]([CH3:18])[CH3:17])[C:19]([OH:21])=[O:20])=[O:11])[CH:7]=[CH:6][C:5]=2[O:1][CH2:2]1. The yield is 0.550. (2) The reactants are C([SiH2][O:6][C:7](C)(C)[C:8]1[N:9]=[C:10]([NH:13][C:14]([C:16]2[C:21]([NH:22][C:23]3[CH:24]=[N:25][CH:26]=[N:27][CH:28]=3)=[CH:20][CH:19]=[C:18]([CH3:29])[N:17]=2)=[O:15])[S:11][CH:12]=1)(C)(C)C.FC(F)(F)C(O)=O.C(=O)([O-])[O-].[Na+].[Na+]. The catalyst is C(Cl)Cl. The product is [OH:6][CH2:7][C:8]1[N:9]=[C:10]([NH:13][C:14]([C:16]2[C:21]([NH:22][C:23]3[CH:24]=[N:25][CH:26]=[N:27][CH:28]=3)=[CH:20][CH:19]=[C:18]([CH3:29])[N:17]=2)=[O:15])[S:11][CH:12]=1. The yield is 0.570. (3) The reactants are C([N:8]1[C:17]2[C:12](=[CH:13][C:14]([C:18]([F:21])([F:20])[F:19])=[CH:15][CH:16]=2)[NH:11][CH2:10][C@@H:9]1[CH2:22][CH3:23])C1C=CC=CC=1. The catalyst is CO.CCOC(C)=O.[Pd]. The product is [CH2:22]([C@H:9]1[CH2:10][NH:11][C:12]2[C:17](=[CH:16][CH:15]=[C:14]([C:18]([F:21])([F:20])[F:19])[CH:13]=2)[NH:8]1)[CH3:23]. The yield is 0.990. (4) The reactants are [N+:1]([C:4]1[C:13]2[C:8](=[CH:9][CH:10]=[CH:11][CH:12]=2)[C:7]([O:14][CH2:15][CH:16]([C:18]2[CH:23]=[CH:22][N:21]=[C:20]([NH:24][C:25](=[O:31])[O:26][C:27]([CH3:30])([CH3:29])[CH3:28])[CH:19]=2)[CH3:17])=[CH:6][CH:5]=1)([O-])=O.CC(O)=O.CCOC(C)=O.[H][H]. The catalyst is CO.[Pt]. The product is [NH2:1][C:4]1[C:13]2[C:8](=[CH:9][CH:10]=[CH:11][CH:12]=2)[C:7]([O:14][CH2:15][CH:16]([C:18]2[CH:23]=[CH:22][N:21]=[C:20]([NH:24][C:25](=[O:31])[O:26][C:27]([CH3:30])([CH3:29])[CH3:28])[CH:19]=2)[CH3:17])=[CH:6][CH:5]=1. The yield is 0.970. (5) The reactants are [O:1]=[S:2]1(=[O:29])[C:8]2[CH:9]=[C:10]([OH:13])[CH:11]=[CH:12][C:7]=2[N:6]([C:14]2[CH:19]=[CH:18][C:17]([NH2:20])=[CH:16][CH:15]=2)[CH2:5][C:4]([CH2:25][CH2:26][CH2:27][CH3:28])([CH2:21][CH2:22][CH2:23][CH3:24])[CH2:3]1.[C:30]([O:34][C:35](O[C:35]([O:34][C:30]([CH3:33])([CH3:32])[CH3:31])=[O:36])=[O:36])([CH3:33])([CH3:32])[CH3:31]. The catalyst is C1COCC1. The product is [O:29]=[S:2]1(=[O:1])[C:8]2[CH:9]=[C:10]([OH:13])[CH:11]=[CH:12][C:7]=2[N:6]([C:14]2[CH:19]=[CH:18][C:17]([NH:20][C:35]([O:34][C:30]([CH3:33])([CH3:32])[CH3:31])=[O:36])=[CH:16][CH:15]=2)[CH2:5][C:4]([CH2:25][CH2:26][CH2:27][CH3:28])([CH2:21][CH2:22][CH2:23][CH3:24])[CH2:3]1. The yield is 0.800.